Predict the product of the given reaction. From a dataset of Forward reaction prediction with 1.9M reactions from USPTO patents (1976-2016). (1) Given the reactants [F:1][C:2]1[CH:7]=[CH:6][C:5]([N+:8]([O-:10])=[O:9])=[CH:4][C:3]=1[N:11]1[C:15](=[O:16])[NH:14][N:13]=[N:12]1.CN(C=O)C.C([O-])([O-])=O.[K+].[K+].I[CH:29]([CH3:31])[CH3:30], predict the reaction product. The product is: [F:1][C:2]1[CH:7]=[CH:6][C:5]([N+:8]([O-:10])=[O:9])=[CH:4][C:3]=1[N:11]1[C:15](=[O:16])[N:14]([CH:29]([CH3:31])[CH3:30])[N:13]=[N:12]1. (2) Given the reactants FC(F)(F)[C:3]([OH:5])=[O:4].C(O[BH-](OC(=O)C)OC(=O)C)(=O)C.[Na+].[NH2:22][C:23]1[C:24]([C:28]2[N:32]([C:33]3[CH:38]=[CH:37][C:36]([F:39])=[C:35]([Br:40])[CH:34]=3)C(=O)O[N:29]=2)=[N:25][O:26][N:27]=1.[C:42]([O:46][C:47](=[O:52])[NH:48][CH2:49][CH:50]=O)([CH3:45])([CH3:44])[CH3:43], predict the reaction product. The product is: [Br:40][C:35]1[CH:34]=[C:33]([N:32]2[C:28]([C:24]3[C:23]([NH:22][CH2:50][CH2:49][NH:48][C:47](=[O:52])[O:46][C:42]([CH3:45])([CH3:44])[CH3:43])=[N:27][O:26][N:25]=3)=[N:29][C:3](=[O:4])[O:5]2)[CH:38]=[CH:37][C:36]=1[F:39]. (3) Given the reactants [Cl:1][C:2]1[CH:7]=[CH:6][C:5]([CH2:8][C:9](=O)[C:10]([CH3:13])([CH3:12])[CH3:11])=[CH:4][C:3]=1[O:15][CH2:16][CH2:17][CH2:18][O:19][CH3:20].C([O-])(=O)C.[NH4+].[BH3-]C#[N:28].[Na+].[OH-].[Na+], predict the reaction product. The product is: [Cl:1][C:2]1[CH:7]=[CH:6][C:5]([CH2:8][CH:9]([NH2:28])[C:10]([CH3:13])([CH3:12])[CH3:11])=[CH:4][C:3]=1[O:15][CH2:16][CH2:17][CH2:18][O:19][CH3:20]. (4) Given the reactants [Br:1][C:2]1[CH:3]=[C:4]([NH:14][C:15]2[C:16]([C:31]([NH2:33])=[O:32])=[N:17][CH:18]=[C:19]([O:21][C:22]3[CH:27]=[CH:26][CH:25]=[C:24]([N+:28]([O-:30])=[O:29])[CH:23]=3)[N:20]=2)[CH:5]=[CH:6][C:7]=1[N:8]1[CH2:13][CH2:12][NH:11][CH2:10][CH2:9]1.[CH2:34](O)C.N1(CO)C2C=CC=CC=2N=N1.C(O[BH-](OC(=O)C)OC(=O)C)(=O)C.[Na+], predict the reaction product. The product is: [Br:1][C:2]1[CH:3]=[C:4]([NH:14][C:15]2[C:16]([C:31]([NH2:33])=[O:32])=[N:17][CH:18]=[C:19]([O:21][C:22]3[CH:27]=[CH:26][CH:25]=[C:24]([N+:28]([O-:30])=[O:29])[CH:23]=3)[N:20]=2)[CH:5]=[CH:6][C:7]=1[N:8]1[CH2:13][CH2:12][N:11]([CH3:34])[CH2:10][CH2:9]1. (5) Given the reactants [CH2:1]([O:3][C:4]1[CH:27]=[C:26]([F:28])[C:7]([CH2:8][N:9]2[C:13]([O:14][CH3:15])=[C:12]([CH3:16])[C:11]([C:17]3[N:22]=[C:21]([NH2:23])[C:20]([O:24][CH3:25])=[CH:19][N:18]=3)=[N:10]2)=[C:6]([F:29])[CH:5]=1)[CH3:2].Cl.Br[C:32]1[CH:37]=[CH:36][N:35]=[CH:34][CH:33]=1.C1C=CC(P(C2C=CC3C(=CC=CC=3)C=2C2C3C(=CC=CC=3)C=CC=2P(C2C=CC=CC=2)C2C=CC=CC=2)C2C=CC=CC=2)=CC=1, predict the reaction product. The product is: [CH2:1]([O:3][C:4]1[CH:5]=[C:6]([F:29])[C:7]([CH2:8][N:9]2[C:13]([O:14][CH3:15])=[C:12]([CH3:16])[C:11]([C:17]3[N:22]=[C:21]([NH:23][C:32]4[CH:37]=[CH:36][N:35]=[CH:34][CH:33]=4)[C:20]([O:24][CH3:25])=[CH:19][N:18]=3)=[N:10]2)=[C:26]([F:28])[CH:27]=1)[CH3:2]. (6) Given the reactants [I:1][C:2]1[CH:7]=[CH:6][C:5](/[C:8](/[CH3:12])=[CH:9]/[CH2:10][OH:11])=[CH:4][CH:3]=1.[CH2:13]([O:15][C@@H:16]([CH2:22][C:23]1[CH:28]=[CH:27][C:26](O)=[CH:25][CH:24]=1)[C:17]([O:19][CH2:20][CH3:21])=[O:18])[CH3:14], predict the reaction product. The product is: [CH2:13]([O:15][C@@H:16]([CH2:22][C:23]1[CH:24]=[CH:25][C:26]([O:11][CH2:10]/[CH:9]=[C:8](/[C:5]2[CH:4]=[CH:3][C:2]([I:1])=[CH:7][CH:6]=2)\[CH3:12])=[CH:27][CH:28]=1)[C:17]([O:19][CH2:20][CH3:21])=[O:18])[CH3:14]. (7) Given the reactants [Li+].[OH-].[C:3]([O:7][C:8]([N:10]([CH2:14][C:15]1[CH:20]=[CH:19][C:18]([NH:21][C:22]2[N:27]=[C:26]([CH2:28][CH2:29][C:30]3[CH:35]=[CH:34][CH:33]=[CH:32][C:31]=3[CH2:36][C:37]([O:39]C)=[O:38])[C:25]([C:41]([F:44])([F:43])[F:42])=[CH:24][N:23]=2)=[CH:17][CH:16]=1)[CH2:11][CH2:12][OH:13])=[O:9])([CH3:6])([CH3:5])[CH3:4], predict the reaction product. The product is: [C:3]([O:7][C:8]([N:10]([CH2:14][C:15]1[CH:20]=[CH:19][C:18]([NH:21][C:22]2[N:27]=[C:26]([CH2:28][CH2:29][C:30]3[CH:35]=[CH:34][CH:33]=[CH:32][C:31]=3[CH2:36][C:37]([OH:39])=[O:38])[C:25]([C:41]([F:43])([F:44])[F:42])=[CH:24][N:23]=2)=[CH:17][CH:16]=1)[CH2:11][CH2:12][OH:13])=[O:9])([CH3:6])([CH3:4])[CH3:5]. (8) Given the reactants Cl[C:2]1[N:3]=[C:4]([NH:21][C:22]2[CH:23]=[C:24]3[C:28](=[CH:29][CH:30]=2)[N:27]([CH3:31])[N:26]=[CH:25]3)[C:5]2[CH:10]=[CH:9][N:8]([S:11]([C:14]3[CH:20]=[CH:19][C:17]([CH3:18])=[CH:16][CH:15]=3)(=[O:13])=[O:12])[C:6]=2[N:7]=1.[NH2:32][C:33]1[CH:34]=[C:35]2[C:40](=[CH:41][CH:42]=1)[NH:39][C:38](=[O:43])[CH2:37][CH2:36]2.C[Si](Cl)(C)C, predict the reaction product. The product is: [CH3:31][N:27]1[C:28]2[C:24](=[CH:23][C:22]([NH:21][C:4]3[C:5]4[CH:10]=[CH:9][N:8]([S:11]([C:14]5[CH:20]=[CH:19][C:17]([CH3:18])=[CH:16][CH:15]=5)(=[O:13])=[O:12])[C:6]=4[N:7]=[C:2]([NH:32][C:33]4[CH:34]=[C:35]5[C:40](=[CH:41][CH:42]=4)[NH:39][C:38](=[O:43])[CH2:37][CH2:36]5)[N:3]=3)=[CH:30][CH:29]=2)[CH:25]=[N:26]1. (9) Given the reactants [Cl:1][C:2]1[C:3]([NH:18][CH:19]2[CH2:29][CH2:28][C:22]3([CH2:27][CH2:26][NH:25][CH2:24][CH2:23]3)[CH2:21][CH2:20]2)=[N:4][C:5]([NH:8][C:9]2[CH:10]=[N:11][N:12]([CH2:14][CH:15]3[CH2:17][CH2:16]3)[CH:13]=2)=[N:6][CH:7]=1.[C:30]([CH2:32][C:33](O)=[O:34])#[N:31].C1C=NC2N(O)N=NC=2C=1.CCN=C=NCCCN(C)C, predict the reaction product. The product is: [Cl:1][C:2]1[C:3]([NH:18][CH:19]2[CH2:20][CH2:21][C:22]3([CH2:23][CH2:24][N:25]([C:33](=[O:34])[CH2:32][C:30]#[N:31])[CH2:26][CH2:27]3)[CH2:28][CH2:29]2)=[N:4][C:5]([NH:8][C:9]2[CH:10]=[N:11][N:12]([CH2:14][CH:15]3[CH2:17][CH2:16]3)[CH:13]=2)=[N:6][CH:7]=1.